This data is from Reaction yield outcomes from USPTO patents with 853,638 reactions. The task is: Predict the reaction yield, written as a fraction of the theoretical maximum amount of product (1.0 means a 100% yield; for example, 0.34 means a 34% yield). (1) The reactants are [F:1][C:2]1[CH:3]=[C:4]([CH:18]=[CH:19][CH:20]=1)[CH2:5][NH:6][C:7](=[O:17])[NH:8][C:9]1[S:10][CH:11]=[C:12]([C:14]([O-])=[O:15])[N:13]=1.[H-].[H-].[H-].[H-].[Li+].[Al+3].OS([O-])(=O)=O.[Na+].CCOC(C)=O. The catalyst is C1COCC1. The product is [F:1][C:2]1[CH:3]=[C:4]([CH:18]=[CH:19][CH:20]=1)[CH2:5][NH:6][C:7]([NH:8][C:9]1[S:10][CH:11]=[C:12]([CH2:14][OH:15])[N:13]=1)=[O:17]. The yield is 0.790. (2) The reactants are C([O-])([O-])=O.[K+:5].[K+].[CH3:7][N:8]1[C:15]2[CH:14]=[C:13]([C:16]([OH:18])=[O:17])[NH:12][C:11]=2[CH:10]=[CH:9]1. The catalyst is O.CO. The product is [K+:5].[CH3:7][N:8]1[C:15]2[CH:14]=[C:13]([C:16]([O-:18])=[O:17])[NH:12][C:11]=2[CH:10]=[CH:9]1. The yield is 0.910. (3) The reactants are Cl.[S:2]([N:12]1[C:16]2=[N:17][CH:18]=[C:19]([CH2:21][NH2:22])[N:20]=[C:15]2[CH:14]=[CH:13]1)([C:5]1[CH:11]=[CH:10][C:8]([CH3:9])=[CH:7][CH:6]=1)(=[O:4])=[O:3].[CH:23]1([C:29](Cl)=[O:30])[CH2:28][CH2:27][CH2:26][CH2:25][CH2:24]1.CCN(C(C)C)C(C)C.C([O-])(O)=O.[Na+]. The catalyst is C(Cl)Cl. The yield is 0.800. The product is [S:2]([N:12]1[C:16]2=[N:17][CH:18]=[C:19]([CH2:21][NH:22][C:29]([CH:23]3[CH2:28][CH2:27][CH2:26][CH2:25][CH2:24]3)=[O:30])[N:20]=[C:15]2[CH:14]=[CH:13]1)([C:5]1[CH:6]=[CH:7][C:8]([CH3:9])=[CH:10][CH:11]=1)(=[O:3])=[O:4]. (4) The reactants are [CH3:1][C:2]1[C:6]2[C:7](=[O:18])[N:8]([CH2:11][CH2:12][N:13]3[CH2:17][CH2:16][CH2:15][CH2:14]3)[CH2:9][CH2:10][C:5]=2[NH:4][C:3]=1[CH:19]=O.[Br:21][C:22]1[CH:30]=[CH:29][CH:28]=[C:27]2[C:23]=1[CH2:24][C:25](=[O:31])[NH:26]2. No catalyst specified. The product is [Br:21][C:22]1[CH:30]=[CH:29][CH:28]=[C:27]2[C:23]=1[C:24](=[CH:19][C:3]1[NH:4][C:5]3[CH2:10][CH2:9][N:8]([CH2:11][CH2:12][N:13]4[CH2:14][CH2:15][CH2:16][CH2:17]4)[C:7](=[O:18])[C:6]=3[C:2]=1[CH3:1])[C:25](=[O:31])[NH:26]2. The yield is 0.744.